From a dataset of Aqueous solubility values for 9,982 compounds from the AqSolDB database. Regression/Classification. Given a drug SMILES string, predict its absorption, distribution, metabolism, or excretion properties. Task type varies by dataset: regression for continuous measurements (e.g., permeability, clearance, half-life) or binary classification for categorical outcomes (e.g., BBB penetration, CYP inhibition). For this dataset (solubility_aqsoldb), we predict Y. The compound is CC1CC(C)(C)CC(OOC(C)(C)C)(OOC(C)(C)C)C1. The Y is -6.48 log mol/L.